This data is from Full USPTO retrosynthesis dataset with 1.9M reactions from patents (1976-2016). The task is: Predict the reactants needed to synthesize the given product. (1) Given the product [CH2:17]([NH:24][C:25](=[O:59])[CH:26]([C:33]1[CH:34]=[CH:35][C:36]([CH2:39][N:40]2[C:48]3[C:43](=[CH:44][CH:45]=[CH:46][CH:47]=3)[C:42]3[C:49]([CH3:58])=[C:50]([CH2:54][CH2:55][C:56]4[NH:16][N:15]=[N:14][N:57]=4)[C:51]([CH3:53])=[N:52][C:41]2=3)=[CH:37][CH:38]=1)[CH:27]1[CH2:32][CH2:31][O:30][CH2:29][CH2:28]1)[C:18]1[CH:23]=[CH:22][CH:21]=[CH:20][CH:19]=1, predict the reactants needed to synthesize it. The reactants are: C([Sn]([N:14]=[N+:15]=[N-:16])(CCCC)CCCC)CCC.[CH2:17]([NH:24][C:25](=[O:59])[CH:26]([C:33]1[CH:38]=[CH:37][C:36]([CH2:39][N:40]2[C:48]3[C:43](=[CH:44][CH:45]=[CH:46][CH:47]=3)[C:42]3[C:49]([CH3:58])=[C:50]([CH2:54][CH2:55][C:56]#[N:57])[C:51]([CH3:53])=[N:52][C:41]2=3)=[CH:35][CH:34]=1)[CH:27]1[CH2:32][CH2:31][O:30][CH2:29][CH2:28]1)[C:18]1[CH:23]=[CH:22][CH:21]=[CH:20][CH:19]=1.Cl.C(=O)(O)[O-].[Na+].C(O)(=O)CC(CC(O)=O)(C(O)=O)O. (2) Given the product [F:17][C:9]1[CH:10]=[CH:11][C:12]([NH2:14])=[CH:13][C:8]=1[C:5]1[CH:4]=[CH:3][C:2]([F:1])=[CH:7][N:6]=1, predict the reactants needed to synthesize it. The reactants are: [F:1][C:2]1[CH:3]=[CH:4][C:5]([C:8]2[CH:13]=[C:12]([N+:14]([O-])=O)[CH:11]=[CH:10][C:9]=2[F:17])=[N:6][CH:7]=1. (3) Given the product [ClH:13].[ClH:13].[N:11]1[C:7]2[CH2:6][CH2:5][CH:4]([NH2:1])[CH2:12][C:8]=2[NH:9][CH:10]=1, predict the reactants needed to synthesize it. The reactants are: [N+:1]([C:4]1[CH:5]=[CH:6][C:7]2[N:11]=[CH:10][NH:9][C:8]=2[CH:12]=1)([O-])=O.[ClH:13]. (4) Given the product [O:37]=[S:29]1(=[O:38])[C:30]2[CH:36]=[CH:35][CH:34]=[CH:33][C:31]=2[CH2:32][N:26]([C:13]2[CH:12]=[C:11]([NH:9][C:7]([C:2]3[CH:3]=[CH:4][CH:5]=[CH:6][N:1]=3)=[O:8])[C:20]3[C:15](=[CH:16][CH:17]=[C:18]([CH3:39])[CH:19]=3)[N:14]=2)[CH2:27][CH2:28]1, predict the reactants needed to synthesize it. The reactants are: [N:1]1[CH:6]=[CH:5][CH:4]=[CH:3][C:2]=1[C:7]([NH2:9])=[O:8].Cl[C:11]1[C:20]2[C:15](=[CH:16][CH:17]=[C:18](OC(F)(F)F)[CH:19]=2)[N:14]=[C:13]([N:26]2[CH2:32][C:31]3[CH:33]=[CH:34][CH:35]=[CH:36][C:30]=3[S:29](=[O:38])(=[O:37])[CH2:28][CH2:27]2)[CH:12]=1.[CH:39]1(N)CCCC(N)C1.P([O-])([O-])([O-])=O.[K+].[K+].[K+]. (5) Given the product [N:10]1[CH:11]=[CH:12][CH:13]=[C:8]([C:5]2[N:4]=[C:3]([C:14]3[NH:24][C:23]([C:19]4[S:18][CH:22]=[CH:21][CH:20]=4)=[N:17][N:16]=3)[C:2]([NH2:1])=[N:7][CH:6]=2)[CH:9]=1, predict the reactants needed to synthesize it. The reactants are: [NH2:1][C:2]1[C:3]([C:14]([NH:16][NH2:17])=O)=[N:4][C:5]([C:8]2[CH:9]=[N:10][CH:11]=[CH:12][CH:13]=2)=[CH:6][N:7]=1.[S:18]1[CH:22]=[CH:21][CH:20]=[C:19]1[C:23](N)=[NH:24].C([O-])C.[Na+].